Dataset: Forward reaction prediction with 1.9M reactions from USPTO patents (1976-2016). Task: Predict the product of the given reaction. (1) Given the reactants [CH2:1]([O:3][C:4](=[O:25])[CH2:5][C:6]1[CH:7]=[C:8]([C:14]2[CH:19]=[CH:18][C:17]([F:20])=[CH:16][C:15]=2[CH2:21][NH:22][CH2:23][CH3:24])[C:9]([O:12][CH3:13])=[CH:10][CH:11]=1)[CH3:2].C(N(C(C)C)CC)(C)C.Cl[C:36]([O:38][CH2:39][C:40]1[CH:45]=[CH:44][CH:43]=[CH:42][CH:41]=1)=[O:37], predict the reaction product. The product is: [CH2:1]([O:3][C:4](=[O:25])[CH2:5][C:6]1[CH:7]=[C:8]([C:14]2[CH:19]=[CH:18][C:17]([F:20])=[CH:16][C:15]=2[CH2:21][N:22]([C:36]([O:38][CH2:39][C:40]2[CH:45]=[CH:44][CH:43]=[CH:42][CH:41]=2)=[O:37])[CH2:23][CH3:24])[C:9]([O:12][CH3:13])=[CH:10][CH:11]=1)[CH3:2]. (2) Given the reactants [Cl:1][C:2]1[CH:7]=[CH:6][C:5]([CH:8]([C:20]2[CH:25]=[CH:24][C:23]([OH:26])=[CH:22][CH:21]=2)[CH2:9][C:10]([C:12]2[CH:13]=[CH:14][C:15](=[O:19])[N:16]([CH3:18])[CH:17]=2)=[O:11])=[C:4]([CH3:27])[CH:3]=1.[CH3:28][O:29][C:30]([C:32]1[CH:33]=[C:34](B(O)O)[CH:35]=[CH:36][CH:37]=1)=[O:31].N1C=CC=CC=1, predict the reaction product. The product is: [CH3:28][O:29][C:30](=[O:31])[C:32]1[CH:33]=[CH:34][CH:35]=[C:36]([O:26][C:23]2[CH:22]=[CH:21][C:20]([CH:8]([C:5]3[CH:6]=[CH:7][C:2]([Cl:1])=[CH:3][C:4]=3[CH3:27])[CH2:9][C:10]([C:12]3[CH:13]=[CH:14][C:15](=[O:19])[N:16]([CH3:18])[CH:17]=3)=[O:11])=[CH:25][CH:24]=2)[CH:37]=1. (3) Given the reactants Br[C:2]1[C:3]([CH3:12])=[C:4]([CH:9]=[CH:10][CH:11]=1)[C:5]([O:7][CH3:8])=[O:6].C([O-])([O-])=O.[Na+].[Na+].[CH3:19][N:20](C)C(=O)C, predict the reaction product. The product is: [C:19]([C:2]1[C:3]([CH3:12])=[C:4]([CH:9]=[CH:10][CH:11]=1)[C:5]([O:7][CH3:8])=[O:6])#[N:20]. (4) Given the reactants [Cl:1][C:2]1[CH:7]=[CH:6][C:5]([NH:8][C:9]([NH:11][C:12]2[N:13]=[C:14]([C:28]([OH:30])=O)[N:15]([CH2:17][C:18]3[CH:23]=[CH:22][C:21]([C:24]([F:27])([F:26])[F:25])=[CH:20][CH:19]=3)[CH:16]=2)=[O:10])=[C:4]([CH3:31])[CH:3]=1.C1N=CN(C(N2C=NC=C2)=O)C=1.[NH2:44][CH2:45][CH2:46][OH:47].[Cl-].[Na+], predict the reaction product. The product is: [Cl:1][C:2]1[CH:7]=[CH:6][C:5]([NH:8][C:9]([NH:11][C:12]2[N:13]=[C:14]([C:28]([NH:44][CH2:45][CH2:46][OH:47])=[O:30])[N:15]([CH2:17][C:18]3[CH:23]=[CH:22][C:21]([C:24]([F:26])([F:27])[F:25])=[CH:20][CH:19]=3)[CH:16]=2)=[O:10])=[C:4]([CH3:31])[CH:3]=1.